The task is: Predict the reactants needed to synthesize the given product.. This data is from Full USPTO retrosynthesis dataset with 1.9M reactions from patents (1976-2016). (1) Given the product [OH:7][CH2:8][C:9]1[CH:10]=[CH:11][C:12]([CH2:16][C:17]2[CH:22]=[CH:21][C:20]([CH2:14][CH2:9][CH2:8][OH:7])=[CH:19][CH:18]=2)=[C:13]([OH:15])[CH:14]=1, predict the reactants needed to synthesize it. The reactants are: [H-].[Al+3].[Li+].[H-].[H-].[H-].[OH:7][CH2:8][C:9]1[CH:10]=[CH:11][C:12]([CH2:16][C:17]2[CH:22]=[CH:21][C:20](SC)=[CH:19][CH:18]=2)=[C:13]([OH:15])[CH:14]=1. (2) Given the product [Cl:20][C:21]1[CH:28]=[C:25]([C:26]#[N:27])[C:24]([F:29])=[CH:23][C:22]=1[CH:4]([C:5]([O:7][C:8]([CH3:9])([CH3:10])[CH3:11])=[O:6])[C:3]([O:13][C:14]([CH3:17])([CH3:16])[CH3:15])=[O:12], predict the reactants needed to synthesize it. The reactants are: [H-].[Na+].[C:3]([O:13][C:14]([CH3:17])([CH3:16])[CH3:15])(=[O:12])[CH2:4][C:5]([O:7][C:8]([CH3:11])([CH3:10])[CH3:9])=[O:6].[H][H].[Cl:20][C:21]1[C:22](F)=[CH:23][C:24]([F:29])=[C:25]([CH:28]=1)[C:26]#[N:27]. (3) Given the product [C:1]([C:3]1[CH:4]=[CH:5][C:6]2[O:7][CH2:8][CH2:9][C:10]3[CH:16]=[C:15]([C:17]4[N:18]([C:22]5[CH:27]=[CH:26][C:25]([F:28])=[CH:24][C:23]=5[F:29])[N:19]=[CH:20][N:21]=4)[S:14][C:11]=3[C:12]=2[N:13]=1)(=[O:33])[NH2:2], predict the reactants needed to synthesize it. The reactants are: [C:1]([C:3]1[CH:4]=[CH:5][C:6]2[O:7][CH2:8][CH2:9][C:10]3[CH:16]=[C:15]([C:17]4[N:18]([C:22]5[CH:27]=[CH:26][C:25]([F:28])=[CH:24][C:23]=5[F:29])[N:19]=[CH:20][N:21]=4)[S:14][C:11]=3[C:12]=2[N:13]=1)#[N:2].OO.C(=O)([O-])[O-:33].[K+].[K+]. (4) Given the product [Br:24][C:25]1[N:30]2[CH:31]=[C:32]([CH2:34][N:11]([CH:9]3[C:10]4[N:1]=[CH:2][CH:3]=[CH:4][C:5]=4[CH2:6][CH2:7][CH2:8]3)[CH2:12][CH2:13][CH2:14][CH2:15][NH2:16])[N:33]=[C:29]2[CH:28]=[CH:27][CH:26]=1, predict the reactants needed to synthesize it. The reactants are: [N:1]1[C:10]2[CH:9]([NH:11][CH2:12][CH2:13][CH2:14][CH2:15][NH:16]C(=O)OC(C)(C)C)[CH2:8][CH2:7][CH2:6][C:5]=2[CH:4]=[CH:3][CH:2]=1.[Br:24][C:25]1[N:30]2[CH:31]=[C:32]([CH:34]=O)[N:33]=[C:29]2[CH:28]=[CH:27][CH:26]=1. (5) Given the product [ClH:1].[Cl:1][C:2]1[CH:3]=[CH:4][CH:5]=[C:6]2[C:11]=1[N:10]=[C:9]([C:12]1[C:13]([CH3:18])=[N:14][CH:15]=[CH:16][CH:17]=1)[C:8]([CH:19]([Cl:23])[CH3:20])=[CH:7]2, predict the reactants needed to synthesize it. The reactants are: [Cl:1][C:2]1[CH:3]=[CH:4][CH:5]=[C:6]2[C:11]=1[N:10]=[C:9]([C:12]1[C:13]([CH3:18])=[N:14][CH:15]=[CH:16][CH:17]=1)[C:8]([CH:19](O)[CH3:20])=[CH:7]2.C(Cl)(Cl)[Cl:23].S(Cl)(Cl)=O. (6) Given the product [Cl:18][C:19]1[CH:30]=[CH:29][C:22]([C:23]([C:2]2[CH:10]=[CH:9][C:8]([O:11][CH3:12])=[CH:7][C:3]=2[C:4]([OH:6])=[O:5])=[O:24])=[CH:21][CH:20]=1, predict the reactants needed to synthesize it. The reactants are: Br[C:2]1[CH:10]=[CH:9][C:8]([O:11][CH3:12])=[CH:7][C:3]=1[C:4]([OH:6])=[O:5].C([Li])CCC.[Cl:18][C:19]1[CH:30]=[CH:29][C:22]([C:23](N(OC)C)=[O:24])=[CH:21][CH:20]=1.